Dataset: hERG Central: cardiac toxicity at 1µM, 10µM, and general inhibition. Task: Predict hERG channel inhibition at various concentrations. (1) The compound is Cl.O=C(NCCN1CCN(c2ccccc2)CC1)c1cccc(Cl)c1. Results: hERG_inhib (hERG inhibition (general)): blocker. (2) The drug is CCCCNCC1C(Oc2ccc(Cl)cc2)C(=O)N1c1ccccc1C.Cl. Results: hERG_inhib (hERG inhibition (general)): blocker. (3) The molecule is O=C(Nc1ccc(Cl)cn1)c1cccc(S(=O)(=O)N2CCCC2)c1. Results: hERG_inhib (hERG inhibition (general)): blocker. (4) Results: hERG_inhib (hERG inhibition (general)): blocker. The molecule is O=C(CN1CCN(S(=O)(=O)c2ccc(Br)cc2)CC1)Nc1ccccc1F. (5) The drug is COc1ccc(/C=C/c2cc[n+](C(=O)Cc3ccccc3)cc2)cc1.[Cl-]. Results: hERG_inhib (hERG inhibition (general)): blocker. (6) The molecule is CCNc1c2c(nc3ccccc13)CC(C)(C)CC2=O.O=C(O)C(=O)O. Results: hERG_inhib (hERG inhibition (general)): blocker. (7) The compound is Cc1ccc(OCCCCN2CCC(C)CC2)c(Br)c1.O=C(O)C(=O)O. Results: hERG_inhib (hERG inhibition (general)): blocker. (8) The drug is CCCn1c(SCC(=O)N2CCN(c3ccccc3)CC2)nc2ccccc2c1=O. Results: hERG_inhib (hERG inhibition (general)): blocker. (9) The drug is COc1ccc(CCN2C(=O)C3C4CC(C5C(C(=O)N/N=C\c6ccc(Cl)cc6)=NOC45)C3C2=O)cc1OC. Results: hERG_inhib (hERG inhibition (general)): blocker.